From a dataset of Forward reaction prediction with 1.9M reactions from USPTO patents (1976-2016). Predict the product of the given reaction. Given the reactants [F:1][C:2]1[CH:7]=[CH:6][C:5]([CH2:8][CH2:9][NH:10][CH2:11][C:12]2[CH:27]=[CH:26][C:15]([O:16][C:17]3[CH:25]=[CH:24][C:20]([C:21]([NH2:23])=[O:22])=[CH:19][N:18]=3)=[C:14]([O:28][CH3:29])[CH:13]=2)=[CH:4][CH:3]=1.[CH3:30][S:31]([OH:34])(=[O:33])=[O:32], predict the reaction product. The product is: [CH3:30][S:31]([OH:34])(=[O:33])=[O:32].[F:1][C:2]1[CH:3]=[CH:4][C:5]([CH2:8][CH2:9][NH:10][CH2:11][C:12]2[CH:27]=[CH:26][C:15]([O:16][C:17]3[CH:25]=[CH:24][C:20]([C:21]([NH2:23])=[O:22])=[CH:19][N:18]=3)=[C:14]([O:28][CH3:29])[CH:13]=2)=[CH:6][CH:7]=1.